From a dataset of Full USPTO retrosynthesis dataset with 1.9M reactions from patents (1976-2016). Predict the reactants needed to synthesize the given product. (1) Given the product [CH2:1]([O:3][C:4](=[O:15])[CH2:5][C:6]1[CH:11]=[CH:10][C:9]([N+:12]([O-:14])=[O:13])=[C:8]([CH2:16][CH3:17])[CH:7]=1)[CH3:2], predict the reactants needed to synthesize it. The reactants are: [CH2:1]([O:3][C:4](=[O:15])[CH2:5][C:6]1[CH:11]=[CH:10][C:9]([N+:12]([O-:14])=[O:13])=[CH:8][CH:7]=1)[CH3:2].[CH2:16]([Mg]Cl)[CH3:17].ClC1C(=O)C(C#N)=C(C#N)C(=O)C=1Cl.O. (2) Given the product [C:22]1([NH:28][C:29]([C:30]2[C:36]([C:46]3[CH:47]=[CH:48][CH:49]=[CH:50][CH:51]=3)=[C:37]([C:39]3[CH:40]=[CH:41][C:42]([F:45])=[CH:43][CH:44]=3)[N:1]([CH2:2][CH2:3][C:4]([N:6]3[CH2:11][CH2:10][O:9][CH2:8][CH2:7]3)=[O:5])[C:31]=2[CH:32]([CH3:34])[CH3:33])=[O:52])[CH:27]=[CH:26][CH:25]=[CH:24][CH:23]=1, predict the reactants needed to synthesize it. The reactants are: [NH2:1][CH2:2][CH2:3][C:4]([N:6]1[CH2:11][CH2:10][O:9][CH2:8][CH2:7]1)=[O:5].C1(CC(O)=O)C=CC=CC=1.[C:22]1([NH:28][C:29](=[O:52])[CH:30]([CH:36]([C:46]2[CH:51]=[CH:50][CH:49]=[CH:48][CH:47]=2)[C:37]([C:39]2[CH:44]=[CH:43][C:42]([F:45])=[CH:41][CH:40]=2)=O)[C:31](=O)[CH:32]([CH3:34])[CH3:33])[CH:27]=[CH:26][CH:25]=[CH:24][CH:23]=1. (3) Given the product [CH2:15]([N:5]1[C:1](=[O:11])[C:2]2=[CH:10][CH:9]=[CH:8][CH:7]=[C:3]2[C:4]1=[O:6])[CH2:14][C:13]#[CH:12], predict the reactants needed to synthesize it. The reactants are: [C:1]1(=[O:11])[NH:5][C:4](=[O:6])[C:3]2=[CH:7][CH:8]=[CH:9][CH:10]=[C:2]12.[CH2:12](O)[CH2:13][C:14]#[CH:15]. (4) Given the product [Br:1][C:2]1[CH:10]=[CH:9][C:5]([CH2:6][OH:7])=[C:4]([CH3:11])[CH:3]=1, predict the reactants needed to synthesize it. The reactants are: [Br:1][C:2]1[CH:10]=[CH:9][C:5]([C:6](O)=[O:7])=[C:4]([CH3:11])[CH:3]=1.B.C1COCC1. (5) Given the product [Cl:1][C:2]1[CH:3]=[CH:4][C:5]([O:20][CH3:21])=[C:6]([C:8]2[N:16]3[C:11]([CH:12]=[N:13][C:14]([NH:27][C:26]4[CH:28]=[CH:29][C:30]([O:31][CH3:32])=[C:24]([O:23][CH3:22])[CH:25]=4)=[N:15]3)=[CH:10][CH:9]=2)[CH:7]=1, predict the reactants needed to synthesize it. The reactants are: [Cl:1][C:2]1[CH:3]=[CH:4][C:5]([O:20][CH3:21])=[C:6]([C:8]2[N:16]3[C:11]([CH:12]=[N:13][C:14](S(C)=O)=[N:15]3)=[CH:10][CH:9]=2)[CH:7]=1.[CH3:22][O:23][C:24]1[CH:25]=[C:26]([CH:28]=[CH:29][C:30]=1[O:31][CH3:32])[NH2:27].